Dataset: Drug-target binding data from BindingDB using IC50 measurements. Task: Regression. Given a target protein amino acid sequence and a drug SMILES string, predict the binding affinity score between them. We predict pIC50 (pIC50 = -log10(IC50 in M); higher means more potent). Dataset: bindingdb_ic50. (1) The compound is O=[N+]([O-])c1cc(Cn2cc[nH]c2=S)ccc1O. The target protein (Q05754) has sequence MQPHLSHQPCWSLPSPSVREAASMYGTAVAIFLVILVAALQGSEPPESPFPYHIPLDPEGTLELSWNVSYDQEIIHFQLQVQGPRAGVLFGMSDRGEMENADLVMLWTDGDRTYFADAWSDQKGQIHLDTHQDYQLLQAQRVSNSLSLLFKRPFVTCDPKDYVIEDDTVHLVYGILEEPFQSLEAINTSGLHTGLQQVQLLKPEVSTPAMPADVQTMDIRAPDVLIPSTETTYWCYITELPLHFPRHHIIMYEAIVTEGNEALVHHMEVFQCTNESEAFPMFNGPCDSKMKPDRLNYCRHVLAAWALGAKAFYYPEEAGVPLGSSGSSRFLRLEVHYHNPRNIQGRRDSSGIRLHYTASLRPNEAGIMELGLVYTPLMAIPPQETTFVLTGYCTDRCTQMALPKSGIRIFASQLHTHLTGRKVITVLARDGQQREVVNRDNHYSPHFQEIRMLKNAVTVHQGDVLITSCTYNTENRTMATVGGFGILEEMCVNYVHYYPK.... The pIC50 is 4.5. (2) The small molecule is O=C(Nc1cccc(C(F)(F)F)c1)c1ccc(OCCCN2CCCCC2)cc1O. The pIC50 is 7.5. The target protein sequence is MRPSGTAGAALLALLAALCPASRALEEKKVCQGTSNKLTQLGTFEDHFLSLQRMFNNCEVVLGNLEITYVQRNYDLSFLKTIQEVAGYVLIALNTVERIPLENLQIIRGNMYYENSYALAVLSNYDANKTGLKELPMRNLQEILHGAVRFSNNPALCNVESIQWRDIVSSDFLSNMSMDFQNHLGSCQKCDPSCPNGSCWGAGEENCQKLTKIICAQQCSGRCRGKSPSDCCHNQCAAGCTGPRESDCLVCRKFRDEATCKDTCPPLMLYNPTTYQMDVNPEGKYSFGATCVKKCPRNYVVTDHGSCVRACGADSYEMEEDGVRKCKKCEGPCRKVCNGIGIGEFKDSLSINATNIKHFKNCTSISGDLHILPVAFRGDSFTHTPPLDPQELDILKTVKEITGFLLIQAWPENRTDLHAFENLEIIRGRTKQHGQFSLAVVSLNITSLGLRSLKEISDGDVIISGNKNLCYANTINWKKLFGTSGQKTKIISNRGENSCK.... (3) The small molecule is c1ccc(-c2nc(C3CCCCC3)c3ccccc3n2)cc1. The target protein (Q9JKB1) has sequence MEGQRWLPLEANPEVTNQFLKQLGLHPNWQFVDVYGMEPELLSMVPRPVCAVLLLFPITEKYEVFRTEEEEKIKSQGQDVTSSVYFMKQTISNACGTIGLIHAIANNKDKMHFESGSTLKKFLEESVSMSPEERAKFLENYDAIRVTHETSAHEGQTEAPSIDEKVDLHFIALVHVDGHLYELDGRKPFPINHGKTSDETLLEDAIEVCKKFMERDPDELRFNAIALSAA. The pIC50 is 6.2.